Dataset: Full USPTO retrosynthesis dataset with 1.9M reactions from patents (1976-2016). Task: Predict the reactants needed to synthesize the given product. Given the product [F:30][C:29]1[CH:28]=[CH:27][CH:26]=[C:25]([F:31])[C:24]=1[N:23]1[C:8]2[N:9]=[C:10]([S:21][CH3:22])[N:11]=[C:12]([C:13]3[CH:18]=[CH:17][C:16]([F:19])=[CH:15][C:14]=3[CH3:20])[C:7]=2[CH:6]=[CH:5][C:4]1=[O:3], predict the reactants needed to synthesize it. The reactants are: C([O:3][C:4](=O)/[CH:5]=[CH:6]/[C:7]1[C:8]([NH:23][C:24]2[C:29]([F:30])=[CH:28][CH:27]=[CH:26][C:25]=2[F:31])=[N:9][C:10]([S:21][CH3:22])=[N:11][C:12]=1[C:13]1[CH:18]=[CH:17][C:16]([F:19])=[CH:15][C:14]=1[CH3:20])C.